This data is from Catalyst prediction with 721,799 reactions and 888 catalyst types from USPTO. The task is: Predict which catalyst facilitates the given reaction. (1) Reactant: [C:1]([O:5][C:6]([NH:8][C@H:9]1[CH2:14][CH2:13][CH2:12][CH2:11][C@H:10]1[NH:15][C:16]1[N:21]=[C:20]([CH2:22][N:23]2[C:31](=[O:32])C3C(=CC=CC=3)C2=O)[C:19](C(OCC)=O)=[C:18]([NH:39][C:40]2[CH:41]=[C:42]([CH3:46])[CH:43]=[CH:44][CH:45]=2)[N:17]=1)=[O:7])([CH3:4])([CH3:3])[CH3:2].O.NN. Product: [O:32]=[C:31]1[C:19]2[C:18]([NH:39][C:40]3[CH:41]=[C:42]([CH3:46])[CH:43]=[CH:44][CH:45]=3)=[N:17][C:16]([NH:15][C@@H:10]3[CH2:11][CH2:12][CH2:13][CH2:14][C@@H:9]3[NH:8][C:6](=[O:7])[O:5][C:1]([CH3:2])([CH3:3])[CH3:4])=[N:21][C:20]=2[CH2:22][NH:23]1. The catalyst class is: 14. (2) Reactant: [CH3:1][O:2][C:3](=[O:15])[C:4]1[CH:9]=[CH:8][C:7]([O:10][CH2:11][CH2:12]O)=[CH:6][C:5]=1[OH:14].C(Br)(Br)(Br)[Br:17].C1(P(C2C=CC=CC=2)C2C=CC=CC=2)C=CC=CC=1. Product: [CH3:1][O:2][C:3](=[O:15])[C:4]1[CH:9]=[CH:8][C:7]([O:10][CH2:11][CH2:12][Br:17])=[CH:6][C:5]=1[OH:14]. The catalyst class is: 2. (3) Reactant: [C:1]([O:5][C:6]([N:8]1[CH2:15][CH2:14][C:11]2([CH2:13][CH2:12]2)[CH2:10][C@H:9]1[C:16](O)=[O:17])=[O:7])([CH3:4])([CH3:3])[CH3:2].B.C1COCC1. Product: [C:1]([O:5][C:6]([N:8]1[CH2:15][CH2:14][C:11]2([CH2:13][CH2:12]2)[CH2:10][C@H:9]1[CH2:16][OH:17])=[O:7])([CH3:4])([CH3:3])[CH3:2]. The catalyst class is: 1. (4) Reactant: [NH2:1][C@H:2]([CH2:19][C:20]1[CH:25]=[C:24]([F:26])[C:23]([F:27])=[CH:22][C:21]=1[F:28])[CH2:3][C:4]([N:6]1[CH2:11][CH2:10][NH:9][C:8](=[O:12])[C@H:7]1[CH2:13][O:14][C:15]([CH3:18])([CH3:17])[CH3:16])=[O:5].[C:29]([OH:37])(=[O:36])[C@H:30]([CH2:32][C:33]([OH:35])=[O:34])[OH:31]. Product: [C:29]([OH:37])(=[O:36])[CH:30]([CH2:32][C:33]([OH:35])=[O:34])[OH:31].[NH2:1][C@H:2]([CH2:19][C:20]1[CH:25]=[C:24]([F:26])[C:23]([F:27])=[CH:22][C:21]=1[F:28])[CH2:3][C:4]([N:6]1[CH2:11][CH2:10][NH:9][C:8](=[O:12])[C@H:7]1[CH2:13][O:14][C:15]([CH3:16])([CH3:17])[CH3:18])=[O:5]. The catalyst class is: 21.